Dataset: Forward reaction prediction with 1.9M reactions from USPTO patents (1976-2016). Task: Predict the product of the given reaction. (1) Given the reactants COCCOCCOCC(O)=O.CN(C(ON1N=NC2C=CC=CC1=2)=[N+](C)C)C.[B-](F)(F)(F)F.CCN(C(C)C)C(C)C.NCCC([C:49]1[CH:54]=[CH:53][CH:52]=[C:51]([O:55][CH2:56][CH:57]2[CH2:62][CH2:61][CH2:60][CH2:59]C2)[CH:50]=1)O, predict the reaction product. The product is: [C:56]1([O:55][C:51]2[CH:50]=[CH:49][CH:54]=[CH:53][CH:52]=2)[CH:57]=[CH:62][CH:61]=[CH:60][CH:59]=1. (2) Given the reactants [P:1]([O:13][CH2:14][CH2:15][CH2:16][NH:17][C:18]1[N:23]=[C:22]([C:24]2[C:25]([O:30][C:31]3[CH:36]=[CH:35][C:34]([NH:37][C:38]4[C:47]5[C:42](=[CH:43][CH:44]=[CH:45][CH:46]=5)[C:41]([C:48]5[CH:53]=[CH:52][CH:51]=[CH:50][CH:49]=5)=[N:40][N:39]=4)=[CH:33][CH:32]=3)=[N:26][CH:27]=[CH:28][CH:29]=2)[CH:21]=[CH:20][N:19]=1)([O:8]C(C)(C)C)([O:3]C(C)(C)C)=[O:2].[ClH:54], predict the reaction product. The product is: [ClH:54].[ClH:54].[P:1]([OH:8])([OH:3])([O:13][CH2:14][CH2:15][CH2:16][NH:17][C:18]1[N:23]=[C:22]([C:24]2[C:25]([O:30][C:31]3[CH:36]=[CH:35][C:34]([NH:37][C:38]4[C:47]5[C:42](=[CH:43][CH:44]=[CH:45][CH:46]=5)[C:41]([C:48]5[CH:53]=[CH:52][CH:51]=[CH:50][CH:49]=5)=[N:40][N:39]=4)=[CH:33][CH:32]=3)=[N:26][CH:27]=[CH:28][CH:29]=2)[CH:21]=[CH:20][N:19]=1)=[O:2]. (3) Given the reactants [Br:1][C:2]1[CH:3]=[CH:4][C:5]([O:32][C:33]2[CH:38]=[CH:37][C:36]([C:39](F)=[O:40])=[CH:35][CH:34]=2)=[C:6]([CH:8]2[C:13]3([C:21]4[C:16](=[CH:17][C:18]([Cl:22])=[CH:19][CH:20]=4)[NH:15][C:14]3=[O:23])[CH:12]([C:24]3[CH:29]=[CH:28][CH:27]=[C:26]([Cl:30])[CH:25]=3)[CH2:11][C:10](=[O:31])[NH:9]2)[CH:7]=1.[NH2:42][C:43]([CH3:47])([CH3:46])[CH2:44][OH:45].CN1CCOCC1, predict the reaction product. The product is: [Br:1][C:2]1[CH:3]=[CH:4][C:5]([O:32][C:33]2[CH:38]=[CH:37][C:36]([C:39](=[O:40])[NH:42][C:43]([CH3:47])([CH3:46])[CH2:44][OH:45])=[CH:35][CH:34]=2)=[C:6]([CH:8]2[C:13]3([C:21]4[C:16](=[CH:17][C:18]([Cl:22])=[CH:19][CH:20]=4)[NH:15][C:14]3=[O:23])[CH:12]([C:24]3[CH:29]=[CH:28][CH:27]=[C:26]([Cl:30])[CH:25]=3)[CH2:11][C:10](=[O:31])[NH:9]2)[CH:7]=1.